Predict the reaction yield, written as a fraction of the theoretical maximum amount of product (1.0 means a 100% yield; for example, 0.34 means a 34% yield). From a dataset of Reaction yield outcomes from USPTO patents with 853,638 reactions. (1) The reactants are [Cl:1][C:2]1[CH:7]=[CH:6][C:5]([C:8]2([O:16][CH3:17])[CH2:13][CH2:12][NH:11][CH2:10][C:9]2([CH3:15])[OH:14])=[CH:4][CH:3]=1.C(=O)([O-])[O-].[K+].[K+].Br[CH2:25][CH2:26][CH:27]=[C:28]1[C:34]2[CH:35]=[CH:36][CH:37]=[N:38][C:33]=2[CH2:32][O:31][C:30]2[CH:39]=[CH:40][C:41]([C:43]([OH:46])([CH3:45])[CH3:44])=[CH:42][C:29]1=2. The catalyst is C(#N)C.O. The product is [Cl:1][C:2]1[CH:7]=[CH:6][C:5]([C:8]2([O:16][CH3:17])[CH2:13][CH2:12][N:11]([CH2:25][CH2:26][CH:27]=[C:28]3[C:34]4[CH:35]=[CH:36][CH:37]=[N:38][C:33]=4[CH2:32][O:31][C:30]4[CH:39]=[CH:40][C:41]([C:43]([OH:46])([CH3:45])[CH3:44])=[CH:42][C:29]3=4)[CH2:10][C:9]2([CH3:15])[OH:14])=[CH:4][CH:3]=1. The yield is 0.350. (2) The reactants are Cl.[NH2:2][CH2:3][C:4]1[CH:12]=[CH:11][CH:10]=[C:9]2[C:5]=1[C:6](=[O:22])[N:7]([CH:14]1[CH2:19][CH2:18][C:17](=[O:20])[NH:16][C:15]1=[O:21])[C:8]2=[O:13].N12CCCN=C1CCCCC2.ON1C2C=CC=CC=2N=N1.CC1[O:46][C:47]([CH3:53])=[CH:48][C:49]=1[C:50](O)=[O:51].Cl.CN(C)[CH2:57][CH2:58][CH2:59]N=C=NCC. The catalyst is C(#N)C. The product is [CH3:53][C:47]1[O:46][C:58]([CH3:57])=[CH:59][C:48]=1[CH2:49][C:50]([NH:2][CH2:3][C:4]1[CH:12]=[CH:11][CH:10]=[C:9]2[C:5]=1[C:6](=[O:22])[N:7]([CH:14]1[CH2:19][CH2:18][C:17](=[O:20])[NH:16][C:15]1=[O:21])[C:8]2=[O:13])=[O:51]. The yield is 0.730. (3) The reactants are [CH2:1]([N:3]([CH2:14][CH2:15][NH:16][C:17]([C:19]1[CH:28]=[N:27][C:26]2[C:21](=[CH:22][CH:23]=[C:24]([I:29])[CH:25]=2)[N:20]=1)=[O:18])[CH2:4][CH2:5][NH:6][C:7]1[CH:12]=[CH:11][CH:10]=[C:9]([F:13])[N:8]=1)[CH3:2].[ClH:30].Cl.C(N(CCNC(C1C=NC2C(=CC=C(I)C=2)N=1)=O)CCOC1C(F)=NC=CC=1)C. No catalyst specified. The product is [ClH:30].[ClH:30].[CH2:1]([N:3]([CH2:14][CH2:15][NH:16][C:17]([C:19]1[CH:28]=[N:27][C:26]2[C:21](=[CH:22][CH:23]=[C:24]([I:29])[CH:25]=2)[N:20]=1)=[O:18])[CH2:4][CH2:5][NH:6][C:7]1[CH:12]=[CH:11][CH:10]=[C:9]([F:13])[N:8]=1)[CH3:2]. The yield is 0.800. (4) The reactants are [NH2:1][C:2]1[C:3]([C:10]([O:12][CH3:13])=[O:11])=[N:4][C:5](Br)=[C:6]([F:8])[CH:7]=1.[F:14][C:15]1[CH:20]=[CH:19][CH:18]=[C:17]([F:21])[C:16]=1B1OC(C)(C)C(C)(C)O1.CCN(C(C)C)C(C)C. The catalyst is CC(C)([P](C(C)(C)C)([Pd][P](C(C)(C)C)(C(C)(C)C)C(C)(C)C)C(C)(C)C)C. The product is [NH2:1][C:2]1[C:3]([C:10]([O:12][CH3:13])=[O:11])=[N:4][C:5]([C:16]2[C:15]([F:14])=[CH:20][CH:19]=[CH:18][C:17]=2[F:21])=[C:6]([F:8])[CH:7]=1. The yield is 0.740. (5) The reactants are Br[C:2]1[CH:3]=[C:4]([N+:13]([O-])=O)[C:5]([OH:12])=[C:6]([CH:11]=1)[C:7]([O:9][CH3:10])=[O:8].C([O-])(=O)C.[Na+].[H][H]. The catalyst is C(OCC)(=O)C.O.[Pd]. The product is [NH2:13][C:4]1[C:5]([OH:12])=[C:6]([CH:11]=[CH:2][CH:3]=1)[C:7]([O:9][CH3:10])=[O:8]. The yield is 0.590. (6) The reactants are [CH3:1][C:2]1[CH:6]=[C:5]([NH:7][S:8]([C:11]2[CH:16]=[CH:15][C:14](Br)=[CH:13][CH:12]=2)(=[O:10])=[O:9])[O:4][N:3]=1.[CH3:18][C:19]1[CH:20]=[C:21](B(O)O)[CH:22]=[CH:23][CH:24]=1. No catalyst specified. The product is [CH3:1][C:2]1[CH:6]=[C:5]([NH:7][S:8]([C:11]2[CH:16]=[CH:15][C:14]([C:23]3[CH:22]=[CH:21][CH:20]=[C:19]([CH3:18])[CH:24]=3)=[CH:13][CH:12]=2)(=[O:10])=[O:9])[O:4][N:3]=1. The yield is 0.820. (7) The catalyst is C1COCC1. The reactants are Br[C:2]1[C:7]([N:8]([CH2:23][O:24][CH3:25])[S:9]([C:12]2[CH:17]=[CH:16][C:15]([Cl:18])=[C:14]([C:19]([F:22])([F:21])[F:20])[CH:13]=2)(=[O:11])=[O:10])=[CH:6][C:5]([CH3:26])=[CH:4][N:3]=1.C([Mg]Cl)(C)C.[CH3:32][N:33]([CH:35]=[N:36][C:37]1[CH:38]=[C:39]([CH:46]=[CH:47][N:48]=1)[C:40](N(OC)C)=[O:41])[CH3:34]. The yield is 0.520. The product is [Cl:18][C:15]1[CH:16]=[CH:17][C:12]([S:9]([N:8]([C:7]2[C:2]([C:40]([C:39]3[CH:46]=[CH:47][N:48]=[C:37]([N:36]=[CH:35][N:33]([CH3:34])[CH3:32])[CH:38]=3)=[O:41])=[N:3][CH:4]=[C:5]([CH3:26])[CH:6]=2)[CH2:23][O:24][CH3:25])(=[O:11])=[O:10])=[CH:13][C:14]=1[C:19]([F:22])([F:21])[F:20].